From a dataset of Full USPTO retrosynthesis dataset with 1.9M reactions from patents (1976-2016). Predict the reactants needed to synthesize the given product. Given the product [CH3:18][CH:17]([CH3:19])[CH2:16][CH2:15][NH:14][CH2:13][C:12]1[CH:20]=[CH:21][C:9]([O:8][C:5]2[N:6]=[CH:7][C:2]([NH:25][C:22](=[O:24])[CH3:23])=[CH:3][CH:4]=2)=[CH:10][CH:11]=1, predict the reactants needed to synthesize it. The reactants are: Br[C:2]1[CH:3]=[CH:4][C:5]([O:8][C:9]2[CH:21]=[CH:20][C:12]([CH2:13][NH:14][CH2:15][CH2:16][CH:17]([CH3:19])[CH3:18])=[CH:11][CH:10]=2)=[N:6][CH:7]=1.[C:22]([NH2:25])(=[O:24])[CH3:23].N[C@@H]1CCCC[C@H]1N.C([O-])([O-])=O.[K+].[K+].